From a dataset of Catalyst prediction with 721,799 reactions and 888 catalyst types from USPTO. Predict which catalyst facilitates the given reaction. (1) Reactant: [CH:1]([NH:4]C(C)C)(C)[CH3:2].C([Li])CCC.C(#N)C.[F:16][C:17]([F:27])([F:26])[C:18]1[N:23]=[C:22]([C:24]#[N:25])[CH:21]=[CH:20][CH:19]=1. Product: [NH2:25][C:24]([C:22]1[CH:21]=[CH:20][CH:19]=[C:18]([C:17]([F:26])([F:16])[F:27])[N:23]=1)=[CH:2][C:1]#[N:4]. The catalyst class is: 20. (2) Reactant: Br[CH2:2][C:3]1[C:8]([CH2:9]Br)=[CH:7][N:6]=[C:5]([C:11]#[N:12])[CH:4]=1.[CH3:13][Si:14]([CH3:30])([CH3:29])[CH2:15][CH2:16][O:17][CH2:18][N:19]1[C:23]2=[N:24][CH:25]=[CH:26][CH:27]=[C:22]2[CH2:21][C:20]1=[O:28].C(=O)([O-])[O-].[Cs+].[Cs+].C(O)(=O)C. Product: [O:28]=[C:20]1[N:19]([CH2:18][O:17][CH2:16][CH2:15][Si:14]([CH3:30])([CH3:29])[CH3:13])[C:23]2=[N:24][CH:25]=[CH:26][CH:27]=[C:22]2[C:21]21[CH2:9][C:8]1[CH:7]=[N:6][C:5]([C:11]#[N:12])=[CH:4][C:3]=1[CH2:2]2. The catalyst class is: 3.